Regression. Given a peptide amino acid sequence and an MHC pseudo amino acid sequence, predict their binding affinity value. This is MHC class I binding data. From a dataset of Peptide-MHC class I binding affinity with 185,985 pairs from IEDB/IMGT. (1) The peptide sequence is MRCNKSETDR. The MHC is Mamu-B08 with pseudo-sequence Mamu-B08. The binding affinity (normalized) is 0.649. (2) The peptide sequence is SSRGYSAIW. The MHC is HLA-A02:19 with pseudo-sequence HLA-A02:19. The binding affinity (normalized) is 0.0847. (3) The binding affinity (normalized) is 0.363. The MHC is HLA-A02:03 with pseudo-sequence HLA-A02:03. The peptide sequence is ALKNSQAELT. (4) The peptide sequence is FLPDKAIDL. The MHC is HLA-A02:19 with pseudo-sequence HLA-A02:19. The binding affinity (normalized) is 0.574. (5) The peptide sequence is STDDCFANK. The MHC is HLA-A11:01 with pseudo-sequence HLA-A11:01. The binding affinity (normalized) is 0.641.